Dataset: NCI-60 drug combinations with 297,098 pairs across 59 cell lines. Task: Regression. Given two drug SMILES strings and cell line genomic features, predict the synergy score measuring deviation from expected non-interaction effect. (1) Drug 2: C(CCl)NC(=O)N(CCCl)N=O. Synergy scores: CSS=0.746, Synergy_ZIP=0.787, Synergy_Bliss=2.26, Synergy_Loewe=-1.94, Synergy_HSA=-1.65. Cell line: SK-MEL-28. Drug 1: COC1=NC(=NC2=C1N=CN2C3C(C(C(O3)CO)O)O)N. (2) Drug 1: CC1=C(C=C(C=C1)C(=O)NC2=CC(=CC(=C2)C(F)(F)F)N3C=C(N=C3)C)NC4=NC=CC(=N4)C5=CN=CC=C5. Drug 2: C(CC(=O)O)C(=O)CN.Cl. Cell line: SNB-75. Synergy scores: CSS=4.20, Synergy_ZIP=-2.00, Synergy_Bliss=0.525, Synergy_Loewe=-1.64, Synergy_HSA=-1.01. (3) Drug 1: C1C(C(OC1N2C=NC3=C(N=C(N=C32)Cl)N)CO)O. Drug 2: COCCOC1=C(C=C2C(=C1)C(=NC=N2)NC3=CC=CC(=C3)C#C)OCCOC.Cl. Cell line: NCIH23. Synergy scores: CSS=36.9, Synergy_ZIP=-2.30, Synergy_Bliss=-3.31, Synergy_Loewe=-17.5, Synergy_HSA=-3.74. (4) Drug 1: CC1=C(C=C(C=C1)NC(=O)C2=CC=C(C=C2)CN3CCN(CC3)C)NC4=NC=CC(=N4)C5=CN=CC=C5. Drug 2: C1=NC2=C(N=C(N=C2N1C3C(C(C(O3)CO)O)F)Cl)N. Cell line: SF-295. Synergy scores: CSS=-1.15, Synergy_ZIP=5.57, Synergy_Bliss=-4.92, Synergy_Loewe=-6.67, Synergy_HSA=-14.3. (5) Drug 1: CC1=C(C=C(C=C1)NC2=NC=CC(=N2)N(C)C3=CC4=NN(C(=C4C=C3)C)C)S(=O)(=O)N.Cl. Drug 2: COC1=C(C=C2C(=C1)N=CN=C2NC3=CC(=C(C=C3)F)Cl)OCCCN4CCOCC4. Cell line: DU-145. Synergy scores: CSS=31.2, Synergy_ZIP=4.10, Synergy_Bliss=4.75, Synergy_Loewe=-8.10, Synergy_HSA=3.66. (6) Drug 1: C1CC(C1)(C(=O)O)C(=O)O.[NH2-].[NH2-].[Pt+2]. Drug 2: CC(C)CN1C=NC2=C1C3=CC=CC=C3N=C2N. Cell line: SF-295. Synergy scores: CSS=18.1, Synergy_ZIP=0.827, Synergy_Bliss=2.99, Synergy_Loewe=1.76, Synergy_HSA=0.998. (7) Drug 1: CC1=C(C=C(C=C1)NC(=O)C2=CC=C(C=C2)CN3CCN(CC3)C)NC4=NC=CC(=N4)C5=CN=CC=C5. Drug 2: C1CCC(C(C1)N)N.C(=O)(C(=O)[O-])[O-].[Pt+4]. Cell line: MDA-MB-231. Synergy scores: CSS=13.1, Synergy_ZIP=-4.84, Synergy_Bliss=1.89, Synergy_Loewe=-1.33, Synergy_HSA=3.12.